From a dataset of Reaction yield outcomes from USPTO patents with 853,638 reactions. Predict the reaction yield, written as a fraction of the theoretical maximum amount of product (1.0 means a 100% yield; for example, 0.34 means a 34% yield). (1) The reactants are [Cl-].[Al+3].[Cl-].[Cl-].[CH3:5][C:6]1[CH:11]=[CH:10][C:9]([C:12]([CH3:14])=[O:13])=[CH:8][CH:7]=1.[Br:15]Br.Br. The catalyst is Cl. The product is [CH3:5][C:6]1[CH:11]=[CH:10][C:9]([C:12]([CH3:14])=[O:13])=[CH:8][C:7]=1[Br:15]. The yield is 0.870. (2) The product is [CH2:1]([O:3][C:4]([C:6]1([C:9]2[CH:14]=[CH:13][C:12]([C:15]3[CH:20]=[CH:19][C:18]([C:21]4[S:22][C:23]([Cl:29])=[CH:24][C:25]=4[NH:42][C:47]([O:40][C@@H:38]([C:33]4[CH:34]=[CH:35][CH:36]=[CH:37][C:32]=4[CH3:41])[CH3:39])=[O:51])=[CH:17][C:16]=3[O:30][CH3:31])=[CH:11][CH:10]=2)[CH2:7][CH2:8]1)=[O:5])[CH3:2]. The catalyst is C1(C)C=CC=CC=1. The reactants are [CH2:1]([O:3][C:4]([C:6]1([C:9]2[CH:14]=[CH:13][C:12]([C:15]3[CH:20]=[CH:19][C:18]([C:21]4[S:22][C:23]([Cl:29])=[CH:24][C:25]=4C(=O)N)=[CH:17][C:16]=3[O:30][CH3:31])=[CH:11][CH:10]=2)[CH2:8][CH2:7]1)=[O:5])[CH3:2].[C:32]1([CH3:41])[CH:37]=[CH:36][CH:35]=[CH:34][C:33]=1[C@H:38]([OH:40])[CH3:39].[N:42]1[CH:47]=CC=CC=1.FC(F)(F)C(OI(C1C=CC=CC=1)OC(=O)C(F)(F)F)=[O:51]. The yield is 0.560. (3) The reactants are C(Cl)(=O)C(Cl)=O.CN(C=O)C.[C:12](O)(=[O:20])[CH2:13][CH2:14][CH2:15][CH2:16][CH2:17][CH2:18][CH3:19].[CH3:22][C:23]1([CH3:31])[O:30][C:28](=[O:29])[CH2:27][C:25](=[O:26])[O:24]1. The catalyst is C(Cl)Cl.CN(C1C=CN=CC=1)C. The product is [OH:20][C:12](=[C:27]1[C:28](=[O:29])[O:30][C:23]([CH3:31])([CH3:22])[O:24][C:25]1=[O:26])[CH2:13][CH2:14][CH2:15][CH2:16][CH2:17][CH2:18][CH3:19]. The yield is 0.960. (4) The reactants are [C:1]([C:3]1[CH:4]=[C:5]2[C:10](=[CH:11][C:12]=1[O:13][CH2:14][CH2:15][O:16][CH3:17])[N:9]=[CH:8][CH:7]=[C:6]2[O:18][C:19]1[CH:24]=[CH:23][C:22]([NH:25][C:26](=O)[O:27]C2C=CC=CC=2)=[C:21]([F:35])[CH:20]=1)#[N:2].[NH2:36][C:37]1[S:38][CH:39]=[CH:40][N:41]=1.C(N(CC)CC)C.O. The catalyst is CN(C)C=O. The product is [C:1]([C:3]1[CH:4]=[C:5]2[C:10](=[CH:11][C:12]=1[O:13][CH2:14][CH2:15][O:16][CH3:17])[N:9]=[CH:8][CH:7]=[C:6]2[O:18][C:19]1[CH:24]=[CH:23][C:22]([NH:25][C:26]([NH:36][C:37]2[S:38][CH:39]=[CH:40][N:41]=2)=[O:27])=[C:21]([F:35])[CH:20]=1)#[N:2]. The yield is 0.570. (5) The reactants are [CH2:1]([NH:3][C:4]([C:6]1[CH:7]=[C:8]2[C:13](=[CH:14][C:15]=1[OH:16])[N:12]=[CH:11][CH:10]=[C:9]2[O:17][C:18]1[CH:23]=[CH:22][C:21]([NH:24][C:25]([NH:27][CH3:28])=[O:26])=[C:20]([Cl:29])[CH:19]=1)=[O:5])[CH3:2].Br[CH2:31][CH:32]1[CH2:37][CH2:36][N:35]([C:38](OC(C)(C)C)=O)[CH2:34][CH2:33]1.C(=O)([O-])[O-].[K+].[K+].C=O.C([BH3-])#N.[Na+]. The catalyst is CN(C)C=O.C(OCC)(=O)C.CCCCCC.C(O)(=O)C.O. The product is [CH2:1]([NH:3][C:4]([C:6]1[CH:7]=[C:8]2[C:13](=[CH:14][C:15]=1[O:16][CH2:31][CH:32]1[CH2:37][CH2:36][N:35]([CH3:38])[CH2:34][CH2:33]1)[N:12]=[CH:11][CH:10]=[C:9]2[O:17][C:18]1[CH:23]=[CH:22][C:21]([NH:24][C:25]([NH:27][CH3:28])=[O:26])=[C:20]([Cl:29])[CH:19]=1)=[O:5])[CH3:2]. The yield is 0.570. (6) The reactants are [CH2:1]([C:3]1[O:4][C:5]([C:10]2[CH:15]=[CH:14][C:13]([C:16]([F:19])([F:18])[F:17])=[CH:12][CH:11]=2)=[CH:6][C:7]=1[CH2:8][OH:9])[CH3:2]. The catalyst is C(OCC)C.O1CCCC1.[O-2].[O-2].[Mn+4]. The product is [CH2:1]([C:3]1[O:4][C:5]([C:10]2[CH:15]=[CH:14][C:13]([C:16]([F:19])([F:17])[F:18])=[CH:12][CH:11]=2)=[CH:6][C:7]=1[CH:8]=[O:9])[CH3:2]. The yield is 0.240. (7) The reactants are [CH2:1]([OH:5])[CH2:2][CH2:3][CH3:4].[H-].[Na+].Cl[C:9]1[C:18]2[C:13](=[CH:14][CH:15]=[CH:16][CH:17]=2)[N:12]=[C:11]2[N:19]([C:23]3[CH:28]=[CH:27][CH:26]=[CH:25][N:24]=3)[N:20]=[C:21]([CH3:22])[C:10]=12. The catalyst is O1CCCC1. The product is [CH2:1]([O:5][C:9]1[C:18]2[C:13](=[CH:14][CH:15]=[CH:16][CH:17]=2)[N:12]=[C:11]2[N:19]([C:23]3[CH:28]=[CH:27][CH:26]=[CH:25][N:24]=3)[N:20]=[C:21]([CH3:22])[C:10]=12)[CH2:2][CH2:3][CH3:4]. The yield is 0.260. (8) The reactants are Br[C:2]1[C:3](=[O:25])[O:4][C:5]2[C:10]([CH:11]=1)=[CH:9][CH:8]=[C:7]([N:12]1[CH2:17][CH2:16][N:15]([C:18]([O:20][C:21]([CH3:24])([CH3:23])[CH3:22])=[O:19])[CH2:14][CH2:13]1)[CH:6]=2.[NH2:26][C:27]1[CH:32]=[CH:31][CH:30]=[CH:29][N:28]=1.C([O-])([O-])=O.[Cs+].[Cs+]. The catalyst is O1CCOCC1.C1C=CC(/C=C/C(/C=C/C2C=CC=CC=2)=O)=CC=1.C1C=CC(/C=C/C(/C=C/C2C=CC=CC=2)=O)=CC=1.[Pd].C1(P(C2C=CC=CC=2)C2C3OC4C(=CC=CC=4P(C4C=CC=CC=4)C4C=CC=CC=4)C(C)(C)C=3C=CC=2)C=CC=CC=1. The product is [O:25]=[C:3]1[C:2]([NH:26][C:27]2[CH:32]=[CH:31][CH:30]=[CH:29][N:28]=2)=[CH:11][C:10]2[C:5](=[CH:6][C:7]([N:12]3[CH2:17][CH2:16][N:15]([C:18]([O:20][C:21]([CH3:24])([CH3:23])[CH3:22])=[O:19])[CH2:14][CH2:13]3)=[CH:8][CH:9]=2)[O:4]1. The yield is 0.710.